Task: Predict the reactants needed to synthesize the given product.. Dataset: Full USPTO retrosynthesis dataset with 1.9M reactions from patents (1976-2016) (1) Given the product [NH2:1][C:2]1[CH:12]=[C:11]([CH3:13])[C:10]([Br:40])=[CH:9][C:3]=1[C:4]([O:6][CH2:7][CH3:8])=[O:5], predict the reactants needed to synthesize it. The reactants are: [NH2:1][C:2]1[CH:12]=[C:11]([CH3:13])[CH:10]=[CH:9][C:3]=1[C:4]([O:6][CH2:7][CH3:8])=[O:5].NC1C(Cl)=C(C=O)C(C(F)(F)F)=CC=1C(OCC)=O.C1C(=O)N([Br:40])C(=O)C1. (2) Given the product [Br:1][C:2]1[CH:3]=[C:4]([C:12]([N:22]([CH3:26])[O:31][CH3:32])=[O:14])[C:5]2[C:10]([CH:11]=1)=[CH:9][CH:8]=[CH:7][CH:6]=2, predict the reactants needed to synthesize it. The reactants are: [Br:1][C:2]1[CH:3]=[C:4]([C:12]([OH:14])=O)[C:5]2[C:10]([CH:11]=1)=[CH:9][CH:8]=[CH:7][CH:6]=2.F[P-](F)(F)(F)(F)F.[N:22]1([O:31][C:32](N(C)C)=[N+](C)C)[C:26]2N=CC=CC=2N=N1.CCN(C(C)C)C(C)C.Cl.CNOC. (3) Given the product [O:39]=[S:14]1[CH2:15][C:10]2[C:9]([N:16]3[C:24]4[C:19](=[CH:20][CH:21]=[C:22]([O:25][CH2:26][C:27]([N:29]5[CH2:33][CH2:32][CH2:31][CH2:30]5)=[O:28])[CH:23]=4)[CH2:18][CH2:17]3)=[N:8][C:7]([C:4]3[CH:3]=[CH:2][N:1]=[CH:6][CH:5]=3)=[N:12][C:11]=2[CH2:13]1, predict the reactants needed to synthesize it. The reactants are: [N:1]1[CH:6]=[CH:5][C:4]([C:7]2[N:8]=[C:9]([N:16]3[C:24]4[C:19](=[CH:20][CH:21]=[C:22]([O:25][CH2:26][C:27]([N:29]5[CH2:33][CH2:32][CH2:31][CH2:30]5)=[O:28])[CH:23]=4)[CH2:18][CH2:17]3)[C:10]3[CH2:15][S:14][CH2:13][C:11]=3[N:12]=2)=[CH:3][CH:2]=1.ClC1C=C(C=CC=1)C(OO)=[O:39]. (4) Given the product [CH3:1][C:2]1[CH:11]=[C:10]([CH2:12][O:13][CH:14]2[CH2:19][CH2:18][N:17]([S:35]([CH3:34])(=[O:37])=[O:36])[CH2:16][CH2:15]2)[C:9]2[C:4](=[CH:5][CH:6]=[CH:7][CH:8]=2)[N:3]=1, predict the reactants needed to synthesize it. The reactants are: [CH3:1][C:2]1[CH:11]=[C:10]([CH2:12][O:13][CH:14]2[CH2:19][CH2:18][NH:17][CH2:16][CH2:15]2)[C:9]2[C:4](=[CH:5][CH:6]=[CH:7][CH:8]=2)[N:3]=1.C(O)(C(F)(F)F)=O.C(N(CC)CC)C.[CH3:34][S:35](Cl)(=[O:37])=[O:36]. (5) Given the product [CH3:44][C@@H:42]1[CH2:43][N:38]([C:21]2[C:20]([CH2:19][OH:18])=[CH:25][C:24]3[C:26]([C:29]4[CH:34]=[N:33][C:32]([S:47][CH3:46])=[CH:31][N:30]=4)=[N:27][O:28][C:23]=3[C:22]=2[F:37])[CH2:39][C@H:40]([CH3:45])[O:41]1, predict the reactants needed to synthesize it. The reactants are: [Si]([O:18][CH2:19][C:20]1[C:21]([N:38]2[CH2:43][C@H:42]([CH3:44])[O:41][C@H:40]([CH3:45])[CH2:39]2)=[C:22]([F:37])[C:23](F)=[C:24]([C:26]([C:29]2[CH:34]=[N:33][C:32](Cl)=[CH:31][N:30]=2)=[N:27][OH:28])[CH:25]=1)(C(C)(C)C)(C1C=CC=CC=1)C1C=CC=CC=1.[CH3:46][S-:47].[Na+].C([O-])([O-])=O.[K+].[K+]. (6) Given the product [Cl:1][C:2]1[CH:10]=[C:6]([C:7]([NH:21][C@H:22]([C:24]2[CH:33]=[CH:32][C:27]([C:28]([OH:30])=[O:29])=[CH:26][CH:25]=2)[CH3:23])=[O:9])[C:5]([CH2:11][C:12]2[CH:17]=[CH:16][CH:15]=[C:14]([O:18][CH3:19])[CH:13]=2)=[N:4][CH:3]=1, predict the reactants needed to synthesize it. The reactants are: [Cl:1][C:2]1[CH:3]=[N:4][C:5]([CH2:11][C:12]2[CH:17]=[CH:16][CH:15]=[C:14]([O:18][CH3:19])[CH:13]=2)=[C:6]([CH:10]=1)[C:7]([OH:9])=O.Cl.[NH2:21][C@H:22]([C:24]1[CH:33]=[CH:32][C:27]([C:28]([O:30]C)=[O:29])=[CH:26][CH:25]=1)[CH3:23].